From a dataset of Buchwald-Hartwig C-N cross coupling reaction yields with 55,370 reactions. Predict the reaction yield, written as a fraction of the theoretical maximum amount of product (1.0 means a 100% yield; for example, 0.34 means a 34% yield). (1) The reactants are Clc1ccccn1.Cc1ccc(N)cc1.O=S(=O)(O[Pd]1c2ccccc2-c2ccccc2N~1)C(F)(F)F.CC(C)c1cc(C(C)C)c(-c2ccccc2P(C(C)(C)C)C(C)(C)C)c(C(C)C)c1.CCN=P(N=P(N(C)C)(N(C)C)N(C)C)(N(C)C)N(C)C.Cc1ccon1. No catalyst specified. The product is Cc1ccc(Nc2ccccn2)cc1. The yield is 0.546. (2) The reactants are Ic1ccccn1.Cc1ccc(N)cc1.O=S(=O)(O[Pd]1c2ccccc2-c2ccccc2N~1)C(F)(F)F.CC(C)c1cc(C(C)C)c(-c2ccccc2P(C2CCCCC2)C2CCCCC2)c(C(C)C)c1.CN1CCCN2CCCN=C12.Cc1ccon1. No catalyst specified. The product is Cc1ccc(Nc2ccccn2)cc1. The yield is 0.695. (3) The product is CCc1ccc(Nc2ccc(C)cc2)cc1. The reactants are CCc1ccc(Br)cc1.Cc1ccc(N)cc1.O=S(=O)(O[Pd]1c2ccccc2-c2ccccc2N~1)C(F)(F)F.COc1ccc(OC)c(P([C@]23C[C@H]4C[C@H](C[C@H](C4)C2)C3)[C@]23C[C@H]4C[C@H](C[C@H](C4)C2)C3)c1-c1c(C(C)C)cc(C(C)C)cc1C(C)C.CCN=P(N=P(N(C)C)(N(C)C)N(C)C)(N(C)C)N(C)C.Cc1cc(-n2cccc2)no1. The yield is 0.671. No catalyst specified. (4) The reactants are COc1ccc(Br)cc1.Cc1ccc(N)cc1.O=S(=O)(O[Pd]1c2ccccc2-c2ccccc2N~1)C(F)(F)F.CC(C)c1cc(C(C)C)c(-c2ccccc2P(C2CCCCC2)C2CCCCC2)c(C(C)C)c1.CN(C)C(=NC(C)(C)C)N(C)C.c1ccc(CN(Cc2ccccc2)c2ccon2)cc1. No catalyst specified. The product is COc1ccc(Nc2ccc(C)cc2)cc1. The yield is 0.471. (5) The reactants are FC(F)(F)c1ccc(Br)cc1.Cc1ccc(N)cc1.O=S(=O)(O[Pd]1c2ccccc2-c2ccccc2N~1)C(F)(F)F.CC(C)c1cc(C(C)C)c(-c2ccccc2P(C(C)(C)C)C(C)(C)C)c(C(C)C)c1.CN(C)C(=NC(C)(C)C)N(C)C.c1ccc2oncc2c1. No catalyst specified. The product is Cc1ccc(Nc2ccc(C(F)(F)F)cc2)cc1. The yield is 0.286.